Dataset: Full USPTO retrosynthesis dataset with 1.9M reactions from patents (1976-2016). Task: Predict the reactants needed to synthesize the given product. (1) Given the product [CH3:1][O:2][C:3]1[CH:4]=[CH:5][C:6]([O:7][C:8]2[CH:9]=[C:10]([CH3:21])[C:11]([C:15]3[N:16]=[C:17]([NH:20][C:24](=[O:26])[CH3:25])[S:18][CH:19]=3)=[C:12]([CH3:14])[CH:13]=2)=[CH:22][CH:23]=1, predict the reactants needed to synthesize it. The reactants are: [CH3:1][O:2][C:3]1[CH:23]=[CH:22][C:6]([O:7][C:8]2[CH:13]=[C:12]([CH3:14])[C:11]([C:15]3[N:16]=[C:17]([NH2:20])[S:18][CH:19]=3)=[C:10]([CH3:21])[CH:9]=2)=[CH:5][CH:4]=1.[C:24]([O-])(=[O:26])[CH3:25].[Na+].O. (2) Given the product [CH2:1]([O:3][C:4]([C:6]1([C:9]2[CH:14]=[CH:13][C:12]([C:15]3[CH:20]=[CH:19][C:18]([C:21]4[S:22][C:23]([F:29])=[CH:24][C:25]=4[NH:34][C:37]([O:64][CH:62]([C:58]4[C:57]([CH3:56])=[CH:61][S:60][CH:59]=4)[CH3:63])=[O:46])=[CH:17][C:16]=3[O:30][CH3:31])=[CH:11][CH:10]=2)[CH2:8][CH2:7]1)=[O:5])[CH3:2], predict the reactants needed to synthesize it. The reactants are: [CH2:1]([O:3][C:4]([C:6]1([C:9]2[CH:14]=[CH:13][C:12]([C:15]3[CH:20]=[CH:19][C:18]([C:21]4[S:22][C:23]([F:29])=[CH:24][C:25]=4C(O)=O)=[CH:17][C:16]=3[O:30][CH3:31])=[CH:11][CH:10]=2)[CH2:8][CH2:7]1)=[O:5])[CH3:2].C([N:34]([CH2:37]C)CC)C.C1(P(N=[N+]=[N-])(C2C=CC=CC=2)=[O:46])C=CC=CC=1.[CH3:56][C:57]1[C:58]([CH:62]([OH:64])[CH3:63])=[CH:59][S:60][CH:61]=1.